From a dataset of Catalyst prediction with 721,799 reactions and 888 catalyst types from USPTO. Predict which catalyst facilitates the given reaction. (1) Reactant: [NH2:1][CH2:2][C:3]([NH:5][C:6]1[CH:7]=[CH:8][C:9]2[O:13][C:12]([C:14]([NH:16][C:17]3[CH:18]=[C:19]4[C:23](=[CH:24][CH:25]=3)[NH:22][C:21]([C:26]([OH:28])=[O:27])=[CH:20]4)=[O:15])=[CH:11][C:10]=2[CH:29]=1)=[O:4].Cl.[N:31]1([C:36](N)=[NH:37])C=CC=N1.C(N(C(C)C)CC)(C)C. Product: [NH:1]([CH2:2][C:3]([NH:5][C:6]1[CH:7]=[CH:8][C:9]2[O:13][C:12]([C:14]([NH:16][C:17]3[CH:18]=[C:19]4[C:23](=[CH:24][CH:25]=3)[NH:22][C:21]([C:26]([OH:28])=[O:27])=[CH:20]4)=[O:15])=[CH:11][C:10]=2[CH:29]=1)=[O:4])[C:36]([NH2:37])=[NH:31]. The catalyst class is: 3. (2) Reactant: [N:1]1[NH:2][C:3](=[O:10])[N:4]2[CH:9]=[CH:8][CH:7]=[CH:6][C:5]=12.[H-].[Na+].Br[CH2:14][CH:15]([CH2:20]Br)[C:16]([O:18][CH3:19])=[O:17].O. Product: [CH3:19][O:18][C:16](=[O:17])[C:15]([CH2:20][N:2]1[C:3](=[O:10])[N:4]2[CH:9]=[CH:8][CH:7]=[CH:6][C:5]2=[N:1]1)=[CH2:14]. The catalyst class is: 42.